This data is from B-cell epitopes from IEDB database with 3,159 antigens for binding position prediction. The task is: Token-level Classification. Given an antigen amino acid sequence, predict which amino acid positions are active epitope sites capable of antibody binding. Output is a list of indices for active positions. (1) Given the antigen sequence: MGQIFSRSASPIPRPPRGLAAHHWLNFLQAAYRLEPGPSSYDFHQLKKFLKIALETPARICPINYSLLASLLPKGYPGRVNEILHILIQTQAQIPSRPAPPPPSSPTHDPPDSDPQIPPPYVEPTAPQVLPVMHPHGAPPNHRPWQMKDLQAIKQEVSQAAPGSPQFMQTIRLAVQQFDPTAKDLQDLLQYLCSSLVASLHHQQLDSLISEAETRGITGYNPLAGPLRVQANNPQQQGLRREYQQLWLAAFAALPGSAKDPSWASILQGLEEPYHAFVERLNIALDNGLPEGTPKDPILRSLAYSNANKECQKLLQARGHTNSPLGDMLRACQTWTPKDKTKVLVVQPKKPPPNQPCFRCGKAGHWSRDCTQPRPPPGPCPLCQDPTHWKRDCPRLKPTIPEPEPEEDALLLDLPADIPHPKNFIGGEV, which amino acid positions are active epitope sites? The epitope positions are: [116, 117, 118, 119, 120, 121]. The amino acids at these positions are: IPPPYV. (2) The epitope positions are: [62, 63, 64, 65, 66, 67, 68, 69, 70, 71, 72, 73, 74, 75, 76, 77, 78, 79, 80, 81... (21 total positions)]. The amino acids at these positions are: MEVGWYRSPFSRVVHLYRNGK. Given the antigen sequence: MACLWSFSWPSCFLSLLLLLLQLSCSYAGQFRVIGPGYPIRALVGDEAELPCRISPGKNATGMEVGWYRSPFSRVVHLYRNGKDQDAEQAPEYRGRTELLKETISEGKVTLRIQNVRFSDEGGYTCFFRDHSYQEEAAMELKVEDPFYWVNPGVLTLIALVPTILLQVPVGLVFLFLQHRLRGKLRAEVENLHRTFDPHFLRVPCWKITLFVIVPVLGPLVALIICYNWLHRRLAGQFLEELRNPF, which amino acid positions are active epitope sites? (3) Given the antigen sequence: MVNSCTFLHIFLCCSFLYSLCCAVVAGSNTTYCFWFPLVRGNFSFELTVNYTVCPPCLTRQAAAEAYEPGRSLWCRIGYDRCGEDDHDELEFMVPPGLSSEGHLTSVYAWLAFLSFSYTAQFHPEIFGIGNVSRVYVDIEHQLICAEHDGQNTTLPRHDNISAVFQTYYQHQVDGGNWFHLEWLRPFFSSWLVLNVSWFLRRSPANHVSVRVLQTLRPTPPQRQALLSSKTSVALGIATRPLRRFAKSLSAVRR, which amino acid positions are active epitope sites? The epitope positions are: [60, 61, 62, 63, 64, 65, 66, 67, 68, 69, 70, 71]. The amino acids at these positions are: QAAAEAYEPGRS. (4) Given the antigen sequence: MHGNGGQPAAGGSESALSREGQPGPSGAAQGQVISNERSPRRYSTRTINGVQATNKFTAVGNPSLQRDPDWYRWNYNHSIAVWLRECSRSHAKICNCGQFRKHWFQECAGLEDRSTQASLEEAILRPLRVQGKRAKRKLDYHYSQPTPNRKKVYKTVRWQDELADREADFTPSEEDGGTTSSDFDEDINFDIGGDSGIVDELLGRPFTTPAPVRIV, which amino acid positions are active epitope sites? The epitope positions are: [20, 21, 22, 23, 24, 25, 26, 27, 28, 29, 30, 31, 32, 33, 34, 35]. The amino acids at these positions are: GQPGPSGAAQGQVISN. (5) The epitope positions are: [138, 139, 140, 141, 142, 143, 144, 145, 146, 147, 148, 149, 150, 151, 152]. The amino acids at these positions are: VNDDQSFYADIYMED. Given the antigen sequence: MASGRRGWDSSHEDDLPVYLARPGTTDQVPRQKYGGMFCNVEGAFESKTLDFDALSVGQRGAKTPRSGQGSDRGSGSRPGIEGDTPRRGQGREESREPAPASPAPAGVEIRSATGKEVLQNLGPKDKSDRLLIKGGRIVNDDQSFYADIYMEDGLIKQIGDNLIVPGGVKTIEANGKMVIPGGIDVHTHFQMPYKGMTTVDDFFQGTKAALAGGTTMIIDHVVPEPESSLTEAYEKWREWADGKSCCDYALHVDITHWNDSVKQEVQNLIKDKGVNSFMVYMAYKDLYQVSNTELYEIFTCLGELGAIAQVHAENGDIIAQEQTRMLEMGITGPEGHVLSRPEELEAEAVFRAITIASQTNCPLYVTKVMSKSAADLISQARKKGNVVFGEPITASLGIDGTHYWSKNWAKAAAFVTSPPLSPDPTTPDYINSLLASGDLQLSGSAHCTFSTAQKAIGKDNFTAIPEGTNGVEERMSVIWDKAVATGKMDENQFVAVTST..., which amino acid positions are active epitope sites? (6) Given the antigen sequence: MPEPAKSAPAPKKGSKKAVTKAQKKDGRKRKRSRKESYSVYVYKVLKQVHPDTGISSKAMGIMNSFVNDIFERIAGEASRLPHYNKRSTITSREIQTAVRLLLPGELAKHAVSEGTKAVTKYTSAK, which amino acid positions are active epitope sites? The epitope positions are: [1, 2, 3, 4, 5, 6, 7, 8, 9, 10, 11, 12, 13, 14, 15, 16, 17, 18, 19, 20... (23 total positions)]. The amino acids at these positions are: PEPAKSAPAPKKGSKKAVTKAQK. (7) Given the antigen sequence: TTATGXSADPVXTTVENYGXETQVQRRHHTDVAXVLDRFVKVTVSDNQHXLDVMQAXRDXXVXALLRAATYYFSDLEIAVTHXGKLTWVPXGAPVSALNNXTXPTAYXXGPVTRLALPYXAPXRVLATAYTGTTTYTASARGDLAHLTTTHAXHLPTSFNFGAVKAETIXELLVRMKRAELYCPRPILPIQPTGXRHKQXLVAPAKXLL, which amino acid positions are active epitope sites? The epitope positions are: [135, 136, 137, 138, 139, 140, 141, 142, 143, 144, 145, 146, 147, 148, 149]. The amino acids at these positions are: YTASARGDLAHLTTT. (8) Given the antigen sequence: MRPGSLLQLTLLLALPRSLWGRGCTSPPCECHQEDDFRVTCKELHQIPSLPPSTQTLKLIETHLKTIPSLAFSSLPNISRIYLSIDATLQRLEPHSFYNLSKMTHIEIRNTRSLTYIDPDALTELPLLKFLGIFNTGLRIFPDLTKIYSTDVFFILEITDNPYMTSVPENAFQGLCNETLTLKLYNNGFTSIQGHAFNGTKLDAVYLNKNKYLTAIDKDAFGGVYSGPTLLDVSSTSVTALPSKGLEHLKELIAKNTWTLKKLPLSLSFLHLTRADLSYPSHCCAFKNQKKIRGILESLMCNESSIRNLRQRKSVNVMRGPVYQEYEEGLGDNHVGYKQNSKFQEGPSNSHYYVFFEEQEDEIIGFGQELKNPQEETLQAFDSHYDYTVCGDNEDMVCTPKSDEFNPCEDIMGYKFLRIVVWFVSPMALLGNVFVLFVLLTSHYKLTVPRFLMCNLAFADFCMGVYLLLIASVDLYTHTEYYNHAIDWQTGPGCNTAGFF..., which amino acid positions are active epitope sites? The epitope positions are: [376, 377, 378, 379, 380, 381, 382, 383, 384, 385, 386, 387, 388, 389, 390, 391, 392, 393, 394, 395... (21 total positions)]. The amino acids at these positions are: TLQAFDSHYDYTVCGDNEDMV. (9) Given the antigen sequence: MASQGTKRSYEQMETDGDRQNATEIRASVGKMIDGIGRFYIQMCTELKLSDYEGRLIQNSLTIEKMVLSAFDERRNRYLEEHPSAGKDPKKTGGPIYRRVDGKWMRELVLYDKEEIRRIWRQANNGEDATAGLTHMMIWHSNLNDTTYQRTRALVRTGMDPRMCSLMQGSTLPRRSGAAGAAVKGIGTMVMELIRMVKRGINDRNFWRGENGRKTRSAYERMCNILKGKFQTAAQRAMVDQVRESRNPGNAEIEDLIFLARSALILRGSVAHKSCLPACVYGPAVSSGYDFEKEGYSLVGIDPFKLLQNSQVYSLIRPNENPAHKSQLVWMACHSAAFEDLRLLSFIRGTKVSPRGKLSTRGVQIASNENMDNMGSSTLELRSGYWAIRTRSGGNTNQQRASAGQISVQPTFSVQRNLPFEKSTVMAAFTGNTEGRTSDMRAEIIRMMEGAKPEEVSFRGRGVFELSDEKATNPIVPSFEMSNEGSYFFGDNAEEYDN, which amino acid positions are active epitope sites? The epitope positions are: [391, 392, 393, 394, 395, 396, 397, 398, 399]. The amino acids at these positions are: SGGNTNQQR. (10) Given the antigen sequence: MKAYLALISAAVIGLAACSQEPAAPAAEATPAAEAPASEAPAAEAAPADAAEAPAAGNCAATVESNDNMQFNTKDIQVSKACKEFTITLKHTGTQPKTSMGHNLVIAKAEDMDGVFKDGVGAADTDYVKPDDARVVAHTKLIGGGEEASLTLDPAKLADGEYKFACTFPGHGALMNGKVTLVD, which amino acid positions are active epitope sites? The epitope positions are: [27, 28, 29, 30, 31, 32, 33, 34, 35, 36, 37, 38, 39, 40, 41, 42, 43, 44, 45, 46]. The amino acids at these positions are: EATPAAEAPASEAPAAEAAP.